From a dataset of Peptide-MHC class I binding affinity with 185,985 pairs from IEDB/IMGT. Regression. Given a peptide amino acid sequence and an MHC pseudo amino acid sequence, predict their binding affinity value. This is MHC class I binding data. The peptide sequence is IVAQGIAAL. The MHC is HLA-B39:01 with pseudo-sequence HLA-B39:01. The binding affinity (normalized) is 0.502.